From a dataset of Reaction yield outcomes from USPTO patents with 853,638 reactions. Predict the reaction yield, written as a fraction of the theoretical maximum amount of product (1.0 means a 100% yield; for example, 0.34 means a 34% yield). The reactants are Cl.[N:2]1[N:3]([CH2:7][C:8]([OH:10])=O)[N:4]=[CH:5][CH:6]=1.[CH2:11]([C@H:18]1[CH2:22][NH:21][C@H:20]([C:23]([NH:25][C:26]2[CH:31]=[CH:30][C:29]([O:32][C:33]3[CH:38]=[CH:37][C:36]([F:39])=[CH:35][CH:34]=3)=[CH:28][CH:27]=2)=[O:24])[CH2:19]1)[C:12]1[CH:17]=[CH:16][CH:15]=[CH:14][CH:13]=1. No catalyst specified. The product is [N:4]1[N:3]([CH2:7][C:8]([N:21]2[CH2:22][C@H:18]([CH2:11][C:12]3[CH:17]=[CH:16][CH:15]=[CH:14][CH:13]=3)[CH2:19][C@H:20]2[C:23]([NH:25][C:26]2[CH:31]=[CH:30][C:29]([O:32][C:33]3[CH:38]=[CH:37][C:36]([F:39])=[CH:35][CH:34]=3)=[CH:28][CH:27]=2)=[O:24])=[O:10])[N:2]=[CH:6][CH:5]=1. The yield is 0.430.